This data is from Full USPTO retrosynthesis dataset with 1.9M reactions from patents (1976-2016). The task is: Predict the reactants needed to synthesize the given product. (1) The reactants are: [CH3:1][O:2][C:3]1[CH:23]=[CH:22][C:6]([CH2:7][N:8]2[CH:12]=[C:11]3[C:13](=O)[CH:14](Br)[CH2:15][O:16][C:17]([CH3:19])([CH3:18])[C:10]3=[N:9]2)=[CH:5][CH:4]=1.[CH3:24][C:25]1[CH:30]=[CH:29][N:28]=[C:27]([NH:31][C:32]([NH2:34])=[S:33])[N:26]=1. Given the product [CH3:1][O:2][C:3]1[CH:23]=[CH:22][C:6]([CH2:7][N:8]2[CH:12]=[C:11]3[C:10]([C:17]([CH3:19])([CH3:18])[O:16][CH2:15][C:14]4[S:33][C:32]([NH:31][C:27]5[N:26]=[C:25]([CH3:24])[CH:30]=[CH:29][N:28]=5)=[N:34][C:13]=43)=[N:9]2)=[CH:5][CH:4]=1, predict the reactants needed to synthesize it. (2) The reactants are: Cl[C:2]1[C:11]2[C:6](=[CH:7][CH:8]=[CH:9][CH:10]=2)[N:5]=[C:4]([N:12]2[CH2:17][CH2:16][CH2:15][CH2:14][CH2:13]2)[N:3]=1.[CH3:18][NH:19][CH2:20][C:21]1[CH:26]=[CH:25][CH:24]=[CH:23][CH:22]=1. Given the product [CH2:20]([N:19]([CH3:18])[C:2]1[C:11]2[C:6](=[CH:7][CH:8]=[CH:9][CH:10]=2)[N:5]=[C:4]([N:12]2[CH2:17][CH2:16][CH2:15][CH2:14][CH2:13]2)[N:3]=1)[C:21]1[CH:26]=[CH:25][CH:24]=[CH:23][CH:22]=1, predict the reactants needed to synthesize it. (3) Given the product [OH:26][C:23]1[CH:22]=[CH:21][C:20]([CH2:19][C:14]2[CH:15]=[C:16]3[C:11](=[C:12]4[N:31]([CH3:32])[CH2:30][CH:29]=[CH:28][C:13]=24)[N:10]=[CH:9][N:8]([C@H:3]2[CH2:4][CH2:5][CH2:6][CH2:7][C@@H:2]2[OH:1])[C:17]3=[O:18])=[CH:25][CH:24]=1, predict the reactants needed to synthesize it. The reactants are: [OH:1][C@H:2]1[CH2:7][CH2:6][CH2:5][CH2:4][C@@H:3]1[N:8]1[C:17](=[O:18])[C:16]2[C:11](=[C:12]3[N:31]([CH3:32])[CH2:30][CH:29]=[CH:28][C:13]3=[C:14]([CH2:19][C:20]3[CH:25]=[CH:24][C:23]([O:26]C)=[CH:22][CH:21]=3)[CH:15]=2)[N:10]=[CH:9]1.B(Br)(Br)Br. (4) The reactants are: C1(CC[CH2:9][NH2:10])C=CC=CC=1.[CH3:11][CH:12]([CH3:17])[CH2:13][C:14](O)=[O:15].[CH2:18]1[C:26]2[C:21](=[CH:22][CH:23]=[CH:24][CH:25]=2)[CH2:20][N:19]1[C:27]([NH:29][C:30]1[CH:38]=[CH:37][C:33]([C:34](O)=O)=[CH:32][CH:31]=1)=[O:28]. Given the product [CH3:11][CH:12]([CH3:17])[CH2:13][C:14]([NH:10][CH2:9][CH2:34][C:33]1[CH:37]=[CH:38][C:30]([NH:29][C:27]([N:19]2[CH2:20][C:21]3[C:26](=[CH:25][CH:24]=[CH:23][CH:22]=3)[CH2:18]2)=[O:28])=[CH:31][CH:32]=1)=[O:15], predict the reactants needed to synthesize it. (5) Given the product [CH3:16][CH:15]([CH3:17])[CH2:14][CH:13]([C:2]1[CH:7]=[N:6][CH:5]=[CH:4][N:3]=1)[OH:18], predict the reactants needed to synthesize it. The reactants are: I[C:2]1[CH:7]=[N:6][CH:5]=[CH:4][N:3]=1.[Li]CCCC.[CH:13](=[O:18])[CH2:14][CH:15]([CH3:17])[CH3:16].[NH4+].[Cl-]. (6) Given the product [ClH:1].[Cl:1][C:2]1[C:11]2[C:10](=[O:12])[NH:9][C@H:8]3[CH2:13][NH:14][CH2:15][C@@H:7]3[C:6]=2[CH:5]=[C:4]([CH3:23])[CH:3]=1, predict the reactants needed to synthesize it. The reactants are: [Cl:1][C:2]1[C:11]2[C:10](=[O:12])[NH:9][C@H:8]3[CH2:13][N:14](C(OC(C)(C)C)=O)[CH2:15][C@@H:7]3[C:6]=2[CH:5]=[C:4]([CH3:23])[CH:3]=1.ClC1C=C(C)C=CC=1C(N(CC)CC)=O. (7) Given the product [F:19][C:20]1[CH:21]=[CH:22][C:23]([C:26]2[CH:31]=[CH:30][CH:29]=[CH:28][C:27]=2[C:32]([N:7]2[CH2:6][CH:5]3[CH2:1][N:2]([C:9]4[CH:18]=[N:17][C:16]5[C:11](=[CH:12][CH:13]=[CH:14][CH:15]=5)[N:10]=4)[CH2:3][CH:4]3[CH2:8]2)=[O:33])=[CH:24][CH:25]=1, predict the reactants needed to synthesize it. The reactants are: [CH2:1]1[CH:5]2[CH2:6][NH:7][CH2:8][CH:4]2[CH2:3][N:2]1[C:9]1[CH:18]=[N:17][C:16]2[C:11](=[CH:12][CH:13]=[CH:14][CH:15]=2)[N:10]=1.[F:19][C:20]1[CH:25]=[CH:24][C:23]([C:26]2[C:27]([C:32](O)=[O:33])=[CH:28][CH:29]=[CH:30][CH:31]=2)=[CH:22][CH:21]=1.